From a dataset of Catalyst prediction with 721,799 reactions and 888 catalyst types from USPTO. Predict which catalyst facilitates the given reaction. (1) Reactant: [Br:1]N1C(=O)CCC1=O.[Cl:9][C:10]1[C:11]2[CH:18]=[CH:17][N:16]([Si:19]([CH:26]([CH3:28])[CH3:27])([CH:23]([CH3:25])[CH3:24])[CH:20]([CH3:22])[CH3:21])[C:12]=2[N:13]=[CH:14][N:15]=1. Product: [Br:1][C:18]1[C:11]2[C:10]([Cl:9])=[N:15][CH:14]=[N:13][C:12]=2[N:16]([Si:19]([CH:23]([CH3:25])[CH3:24])([CH:26]([CH3:28])[CH3:27])[CH:20]([CH3:21])[CH3:22])[CH:17]=1. The catalyst class is: 2. (2) Reactant: [CH:1]1([N:5]([CH2:14][C:15]2[CH:20]=[CH:19][N:18]=[C:17]([C:21]3[CH:26]=[CH:25][C:24]([F:27])=[C:23]([OH:28])[CH:22]=3)[CH:16]=2)[C:6]([C:8]2[N:9]=[CH:10][N:11]([CH3:13])[CH:12]=2)=[O:7])[CH2:4][CH2:3][CH2:2]1.[Cl:29][C:30]([F:35])([F:34])C([O-])=O.[Na+].C(=O)([O-])[O-].[Cs+].[Cs+].[ClH:43].[OH-].[Na+]. Product: [ClH:29].[ClH:43].[CH:1]1([N:5]([CH2:14][C:15]2[CH:20]=[CH:19][N:18]=[C:17]([C:21]3[CH:26]=[CH:25][C:24]([F:27])=[C:23]([O:28][CH:30]([F:35])[F:34])[CH:22]=3)[CH:16]=2)[C:6]([C:8]2[N:9]=[CH:10][N:11]([CH3:13])[CH:12]=2)=[O:7])[CH2:2][CH2:3][CH2:4]1. The catalyst class is: 145.